This data is from Forward reaction prediction with 1.9M reactions from USPTO patents (1976-2016). The task is: Predict the product of the given reaction. (1) Given the reactants [CH3:1][C:2]1[CH:3]=[C:4]([N:9]2[CH2:14][CH2:13][CH:12]([C:15]([OH:17])=O)[CH2:11][CH2:10]2)[CH:5]=[CH:6][C:7]=1[CH3:8].BrC1C=CC(C)=C(C)C=1.[NH2:27][C:28]1[CH:29]=[N:30][C:31]2[C:36]([CH:37]=1)=[CH:35][CH:34]=[CH:33][CH:32]=2, predict the reaction product. The product is: [N:30]1[C:31]2[C:36](=[CH:35][CH:34]=[CH:33][CH:32]=2)[CH:37]=[C:28]([NH:27][C:15]([CH:12]2[CH2:11][CH2:10][N:9]([C:4]3[CH:5]=[CH:6][C:7]([CH3:8])=[C:2]([CH3:1])[CH:3]=3)[CH2:14][CH2:13]2)=[O:17])[CH:29]=1. (2) Given the reactants [I:1][C:2]1[CH:7]=[CH:6][C:5]([CH2:8]I)=[CH:4][N:3]=1.[Br:10][C:11]1[C:12](=[O:28])[NH:13][C:14]([CH3:27])=[CH:15][C:16]=1[O:17][CH2:18][C:19]1[CH:24]=[CH:23][C:22]([F:25])=[CH:21][C:20]=1[F:26].[H-].[Na+], predict the reaction product. The product is: [Br:10][C:11]1[C:12](=[O:28])[N:13]([CH2:8][C:5]2[CH:4]=[N:3][C:2]([I:1])=[CH:7][CH:6]=2)[C:14]([CH3:27])=[CH:15][C:16]=1[O:17][CH2:18][C:19]1[CH:24]=[CH:23][C:22]([F:25])=[CH:21][C:20]=1[F:26]. (3) Given the reactants [F:1][C:2]1[CH:7]=[C:6]([N:8]([S:26]([C:29]2[CH:34]=[CH:33][CH:32]=[CH:31][C:30]=2[N+:35]([O-:37])=[O:36])(=[O:28])=[O:27])[CH:9]2[C:17]3[C:12](=[C:13](OS(C(F)(F)F)(=O)=O)[CH:14]=[CH:15][CH:16]=3)[CH2:11][CH2:10]2)[CH:5]=[CH:4][C:3]=1[CH2:38][CH2:39][C:40]([O:42][CH2:43][CH3:44])=[O:41].[Si:45]([O:52][C:53]1[CH:58]=[C:57]([CH3:59])[C:56](B(O)O)=[C:55]([CH3:63])[CH:54]=1)([C:48]([CH3:51])([CH3:50])[CH3:49])([CH3:47])[CH3:46].C(=O)([O-])[O-].[Na+].[Na+], predict the reaction product. The product is: [Si:45]([O:52][C:53]1[CH:58]=[C:57]([CH3:59])[C:56]([C:13]2[CH:14]=[CH:15][CH:16]=[C:17]3[C:12]=2[CH2:11][CH2:10][CH:9]3[N:8]([S:26]([C:29]2[CH:34]=[CH:33][CH:32]=[CH:31][C:30]=2[N+:35]([O-:37])=[O:36])(=[O:28])=[O:27])[C:6]2[CH:5]=[CH:4][C:3]([CH2:38][CH2:39][C:40]([O:42][CH2:43][CH3:44])=[O:41])=[C:2]([F:1])[CH:7]=2)=[C:55]([CH3:63])[CH:54]=1)([C:48]([CH3:51])([CH3:50])[CH3:49])([CH3:47])[CH3:46]. (4) Given the reactants [OH-].[K+].[C:3]([C:6]1[N:11]=[C:10]([C:12]2[CH:17]=[CH:16][C:15]([C:18]3[CH:23]=[CH:22][C:21]([C:24](=[CH2:29])[C:25]([O:27]C)=[O:26])=[CH:20][C:19]=3[Cl:30])=[C:14]([F:31])[CH:13]=2)[C:9]([CH3:32])=[N:8][C:7]=1[CH3:33])(=[O:5])[NH2:4].C(O)(=O)CC(CC(O)=O)(C(O)=O)O.C(OCC)(=O)C, predict the reaction product. The product is: [C:3]([C:6]1[N:11]=[C:10]([C:12]2[CH:17]=[CH:16][C:15]([C:18]3[CH:23]=[CH:22][C:21]([C:24](=[CH2:29])[C:25]([OH:27])=[O:26])=[CH:20][C:19]=3[Cl:30])=[C:14]([F:31])[CH:13]=2)[C:9]([CH3:32])=[N:8][C:7]=1[CH3:33])(=[O:5])[NH2:4]. (5) Given the reactants CC(OC([N:8]1[C:12]2[CH:13]=[C:14]([C:17]3[CH:18]=[CH:19][C:20]4[O:26][CH2:25][CH2:24][N:23](C(OC(C)(C)C)=O)[CH2:22][C:21]=4[CH:34]=3)[CH:15]=[CH:16][C:11]=2[N:10]=[C:9]1[CH3:35])=O)(C)C.C(OCC)C.[ClH:41], predict the reaction product. The product is: [ClH:41].[ClH:41].[CH3:35][C:9]1[NH:8][C:12]2[CH:13]=[C:14]([C:17]3[CH:18]=[CH:19][C:20]4[O:26][CH2:25][CH2:24][NH:23][CH2:22][C:21]=4[CH:34]=3)[CH:15]=[CH:16][C:11]=2[N:10]=1. (6) Given the reactants [OH:1][C:2]1[CH:7]=[CH:6][CH:5]=[CH:4][N:3]=1.[H-].[Na+].[CH2:10]([O:17][C:18]([N:20]1[CH2:25][CH2:24][CH2:23][CH:22]([CH2:26]I)[CH2:21]1)=[O:19])[C:11]1[CH:16]=[CH:15][CH:14]=[CH:13][CH:12]=1, predict the reaction product. The product is: [CH2:10]([O:17][C:18]([N:20]1[CH2:25][CH2:24][CH2:23][CH:22]([CH2:26][N:3]2[CH:4]=[CH:5][CH:6]=[CH:7][C:2]2=[O:1])[CH2:21]1)=[O:19])[C:11]1[CH:12]=[CH:13][CH:14]=[CH:15][CH:16]=1.